This data is from Full USPTO retrosynthesis dataset with 1.9M reactions from patents (1976-2016). The task is: Predict the reactants needed to synthesize the given product. (1) Given the product [CH3:14][O:15][N:16]=[C:17]1[C:25]2[C:20](=[CH:21][C:22]([C:26](=[O:35])[C:27]([C:28]3[CH:33]=[CH:32][N:31]=[CH:30][CH:29]=3)=[O:34])=[CH:23][CH:24]=2)[CH2:19][CH2:18]1, predict the reactants needed to synthesize it. The reactants are: CS(C)=O.ClCCl.C(Cl)(=O)C(Cl)=O.[CH3:14][O:15][N:16]=[C:17]1[C:25]2[C:20](=[CH:21][C:22]([CH:26]([OH:35])[CH:27]([OH:34])[C:28]3[CH:33]=[CH:32][N:31]=[CH:30][CH:29]=3)=[CH:23][CH:24]=2)[CH2:19][CH2:18]1. (2) The reactants are: [CH2:1]([O:4][C:5]1([CH3:48])[CH2:10][CH2:9][N:8]([C:11]2[N:16]3[N:17]=[C:18]([C:20]4[O:21][C:22]([CH2:25][C:26]5[CH:31]=[CH:30][CH:29]=[CH:28][C:27]=5[O:32][CH2:33]C=C)=[CH:23][N:24]=4)[CH:19]=[C:15]3[N:14]=[C:13]([CH3:36])[C:12]=2[C@H:37]([O:43][C:44]([CH3:47])([CH3:46])[CH3:45])[C:38]([O:40][CH2:41][CH3:42])=[O:39])[CH2:7][CH2:6]1)[CH:2]=[CH2:3]. Given the product [C:44]([O:43][C@@H:37]([C:12]1[C:13]([CH3:36])=[N:14][C:15]2=[CH:19][C:18]3=[N:17][N:16]2[C:11]=1[N:8]1[CH2:7][CH2:6][C:5]([CH3:48])([O:4][CH2:1][CH:2]=[CH:3][CH2:33][O:32][C:27]2[CH:28]=[CH:29][CH:30]=[CH:31][C:26]=2[CH2:25][C:22]2[O:21][C:20]3=[N:24][CH:23]=2)[CH2:10][CH2:9]1)[C:38]([O:40][CH2:41][CH3:42])=[O:39])([CH3:47])([CH3:45])[CH3:46], predict the reactants needed to synthesize it. (3) Given the product [NH2:5][CH2:4][CH:6]([C:7]1([OH:13])[CH2:12][CH2:11][CH2:10][CH2:9][CH2:8]1)[C:14]1[CH:15]=[CH:16][C:17]([O:20][CH3:21])=[CH:18][CH:19]=1, predict the reactants needed to synthesize it. The reactants are: CO.N.[C:4]([CH:6]([C:14]1[CH:19]=[CH:18][C:17]([O:20][CH3:21])=[CH:16][CH:15]=1)[C:7]1([OH:13])[CH2:12][CH2:11][CH2:10][CH2:9][CH2:8]1)#[N:5]. (4) The reactants are: [CH2:1]([O:3][CH:4]([O:15][CH2:16][CH3:17])[C:5]1[N:10]=[C:9]([CH3:11])[C:8]([C:12](Cl)=[O:13])=[CH:7][N:6]=1)[CH3:2].[N:18]1[CH:23]=[CH:22][CH:21]=[CH:20][C:19]=1[CH2:24][NH2:25].C(N(CC)CC)C. Given the product [CH2:1]([O:3][CH:4]([O:15][CH2:16][CH3:17])[C:5]1[N:10]=[C:9]([CH3:11])[C:8]([C:12]([NH:25][CH2:24][C:19]2[CH:20]=[CH:21][CH:22]=[CH:23][N:18]=2)=[O:13])=[CH:7][N:6]=1)[CH3:2], predict the reactants needed to synthesize it. (5) Given the product [CH3:1][N:2]([C:19]1[CH:24]=[CH:23][CH:22]=[CH:21][CH:20]=1)[C:3]1[N:8]=[C:7]([NH2:9])[N:6]=[C:5]([C:10]2[N:14]=[C:13]([N:40]3[CH2:39][CH2:38][CH:37]([CH2:36][O:35][CH2:34][C:33]([F:32])([F:43])[F:44])[CH2:42][CH2:41]3)[O:12][N:11]=2)[N:4]=1, predict the reactants needed to synthesize it. The reactants are: [CH3:1][N:2]([C:19]1[CH:24]=[CH:23][CH:22]=[CH:21][CH:20]=1)[C:3]1[N:8]=[C:7]([NH2:9])[N:6]=[C:5]([C:10]2[N:14]=[C:13](C(Cl)(Cl)Cl)[O:12][N:11]=2)[N:4]=1.C(=O)([O-])[O-].[K+].[K+].Cl.[F:32][C:33]([F:44])([F:43])[CH2:34][O:35][CH2:36][CH:37]1[CH2:42][CH2:41][NH:40][CH2:39][CH2:38]1. (6) Given the product [C:2]1([C@@H:8]2[CH2:10][C@H:9]2[NH:11][CH2:19][CH:20]2[CH2:25][CH2:24][N:23]([C:26]([O:28][CH2:29][C:30]3[CH:31]=[CH:32][CH:33]=[CH:34][CH:35]=3)=[O:27])[CH2:22][CH2:21]2)[CH:7]=[CH:6][CH:5]=[CH:4][CH:3]=1, predict the reactants needed to synthesize it. The reactants are: Cl.[C:2]1([C@@H:8]2[CH2:10][C@H:9]2[NH2:11])[CH:7]=[CH:6][CH:5]=[CH:4][CH:3]=1.C(=O)([O-])[O-].[K+].[K+].Br[CH2:19][CH:20]1[CH2:25][CH2:24][N:23]([C:26]([O:28][CH2:29][C:30]2[CH:35]=[CH:34][CH:33]=[CH:32][CH:31]=2)=[O:27])[CH2:22][CH2:21]1.O. (7) The reactants are: [Cl:1]C1C=C(NC2C3[C:14](=[C:15]([O:23][CH2:24][CH:25](O)CO)C=C([N+]([O-])=[O:21])C=3)N=CC=2C#N)C=CC=1F.O.O.Cl[Sn]Cl.C([OH:38])C.C(=O)([O-])[O-].[Na+:43].[Na+]. Given the product [C:15]([O:23][CH2:24][CH3:25])(=[O:38])[CH3:14].[Cl-:1].[Na+:43].[OH2:21], predict the reactants needed to synthesize it. (8) Given the product [NH2:1][C:2]1[CH:11]=[C:10]([N:12]2[CH2:17][CH2:16][N:15]([C:18]([NH:20][CH:21]3[CH2:26][CH2:25][CH2:24][CH:23]([C:27]([NH:32][CH3:31])=[O:28])[CH2:22]3)=[O:19])[CH2:14][CH2:13]2)[C:9]2[C:4](=[CH:5][C:6]([Cl:30])=[CH:7][CH:8]=2)[N:3]=1, predict the reactants needed to synthesize it. The reactants are: [NH2:1][C:2]1[CH:11]=[C:10]([N:12]2[CH2:17][CH2:16][N:15]([C:18]([NH:20][CH:21]3[CH2:26][CH2:25][CH2:24][CH:23]([C:27](O)=[O:28])[CH2:22]3)=[O:19])[CH2:14][CH2:13]2)[C:9]2[C:4](=[CH:5][C:6]([Cl:30])=[CH:7][CH:8]=2)[N:3]=1.[CH3:31][N:32](C(ON1N=NC2C=CC=NC1=2)=[N+](C)C)C.F[P-](F)(F)(F)(F)F.CN.C(N(C(C)C)CC)(C)C. (9) Given the product [F:9][C:4]1[CH:3]=[C:2]([Si:16]([CH3:19])([CH3:18])[CH3:17])[CH:7]=[CH:6][C:5]=1[OH:8], predict the reactants needed to synthesize it. The reactants are: Br[C:2]1[CH:7]=[CH:6][C:5]([OH:8])=[C:4]([F:9])[CH:3]=1.C([Li])CCC.Cl[Si:16]([CH3:19])([CH3:18])[CH3:17].Cl.[F-].C([N+](CCCC)(CCCC)CCCC)CCC. (10) Given the product [CH2:24]([O:26][C:27](=[O:40])[C:28]([O:31][C:32]1[CH:37]=[CH:36][C:35]([O:38][CH2:2][C:3]2[C:4]([CH2:20][CH2:21][O:22][CH3:23])=[N:5][C:6]([C:10]3[CH:15]=[CH:14][C:13]([C:16]([F:19])([F:18])[F:17])=[CH:12][CH:11]=3)=[N:7][C:8]=2[CH3:9])=[CH:34][C:33]=1[CH3:39])([CH3:29])[CH3:30])[CH3:25], predict the reactants needed to synthesize it. The reactants are: Cl[CH2:2][C:3]1[C:4]([CH2:20][CH2:21][O:22][CH3:23])=[N:5][C:6]([C:10]2[CH:15]=[CH:14][C:13]([C:16]([F:19])([F:18])[F:17])=[CH:12][CH:11]=2)=[N:7][C:8]=1[CH3:9].[CH2:24]([O:26][C:27](=[O:40])[C:28]([O:31][C:32]1[CH:37]=[CH:36][C:35]([OH:38])=[CH:34][C:33]=1[CH3:39])([CH3:30])[CH3:29])[CH3:25].C(=O)([O-])[O-].[Cs+].[Cs+].